From a dataset of Reaction yield outcomes from USPTO patents with 853,638 reactions. Predict the reaction yield, written as a fraction of the theoretical maximum amount of product (1.0 means a 100% yield; for example, 0.34 means a 34% yield). (1) The reactants are [Cl:1][C:2]1[CH:7]=[CH:6][C:5]([N+:8]([O-])=O)=[CH:4][C:3]=1[C:11]1[O:12][C:13]2[CH:19]=[CH:18][C:17]([CH3:20])=[CH:16][C:14]=2[N:15]=1.[NH4+].[Cl-]. The catalyst is CCO.[Fe]. The product is [Cl:1][C:2]1[CH:7]=[CH:6][C:5]([NH2:8])=[CH:4][C:3]=1[C:11]1[O:12][C:13]2[CH:19]=[CH:18][C:17]([CH3:20])=[CH:16][C:14]=2[N:15]=1. The yield is 0.730. (2) The reactants are C(N(CC)CC)C.[CH2:8]([NH2:11])[CH:9]=[CH2:10].[Br:12][C:13]1[C:14](Cl)=[CH:15][C:16]([Cl:23])=[N:17][C:18]=1[C:19]([O:21][CH3:22])=[O:20]. The catalyst is CN(C)C=O. The product is [Br:12][C:13]1[C:14]([NH:11][CH2:8][CH:9]=[CH2:10])=[CH:15][C:16]([Cl:23])=[N:17][C:18]=1[C:19]([O:21][CH3:22])=[O:20]. The yield is 0.540. (3) The reactants are Br[CH2:2][C:3]1[C:8]([Cl:9])=[C:7]([Cl:10])[CH:6]=[CH:5][C:4]=1[Cl:11].[CH3:12][N:13]1[C:18](=[O:19])[CH:17]=[C:16]([CH3:20])[N:15]=[C:14]1[SH:21].C(N(CC)CC)C. The catalyst is C(O)C. The product is [CH3:12][N:13]1[C:18](=[O:19])[CH:17]=[C:16]([CH3:20])[N:15]=[C:14]1[S:21][CH2:2][C:3]1[C:4]([Cl:11])=[CH:5][CH:6]=[C:7]([Cl:10])[C:8]=1[Cl:9]. The yield is 0.720. (4) The yield is 0.420. The reactants are [C:1]([N:5]1[C:9](=[O:10])[C:8](Cl)=[C:7]([C:12]2[CH:17]=[CH:16][CH:15]=[CH:14][CH:13]=2)[S:6]1(=[O:19])=[O:18])([CH3:4])([CH3:3])[CH3:2].Br.[Br:21][CH2:22][CH2:23][CH2:24][NH2:25]. The catalyst is CC#N. The product is [Br:21][CH2:22][CH2:23][CH2:24][NH:25][C:8]1[C:9](=[O:10])[N:5]([C:1]([CH3:4])([CH3:3])[CH3:2])[S:6](=[O:19])(=[O:18])[C:7]=1[C:12]1[CH:17]=[CH:16][CH:15]=[CH:14][CH:13]=1. (5) The reactants are Cl[C:2](Cl)([O:4]C(=O)OC(Cl)(Cl)Cl)Cl.[CH3:13][O:14][CH2:15][CH2:16][NH2:17].C(N(CC)CC)C.[CH3:25][C:26]1[O:30][N:29]=[C:28]([C:31]2[CH:36]=[CH:35][CH:34]=[CH:33][CH:32]=2)[C:27]=1[C:37]1[CH2:38][CH2:39][NH:40][CH2:41][CH:42]=1. The catalyst is C(Cl)Cl. The product is [CH3:13][O:14][CH2:15][CH2:16][NH:17][C:2]([N:40]1[CH2:39][CH:38]=[C:37]([C:27]2[C:28]([C:31]3[CH:36]=[CH:35][CH:34]=[CH:33][CH:32]=3)=[N:29][O:30][C:26]=2[CH3:25])[CH2:42][CH2:41]1)=[O:4]. The yield is 0.910. (6) The reactants are [Br:1][C:2]1[CH:3]=[C:4]2[C:8](=[CH:9][CH:10]=1)[N:7]([S:11]([C:14]1[CH:19]=[CH:18][C:17]([O:20][CH3:21])=[C:16]([N:22]3[CH2:27][CH2:26][NH:25][CH2:24][CH2:23]3)[CH:15]=1)(=[O:13])=[O:12])[CH:6]=[CH:5]2.[C:28]([BH3-])#N.[Na+].C=O. The catalyst is CO. The product is [Br:1][C:2]1[CH:3]=[C:4]2[C:8](=[CH:9][CH:10]=1)[N:7]([S:11]([C:14]1[CH:19]=[CH:18][C:17]([O:20][CH3:21])=[C:16]([N:22]3[CH2:23][CH2:24][N:25]([CH3:28])[CH2:26][CH2:27]3)[CH:15]=1)(=[O:13])=[O:12])[CH:6]=[CH:5]2. The yield is 0.680. (7) The reactants are [Si:1]([O:8][C:9]1[CH:14]=[CH:13][C:12]([C:15]2[N:16]=[C:17]([C:22]3[S:32][C:25]4[C:26]5[S:31][CH:30]=[CH:29][C:27]=5[S:28][C:24]=4[CH:23]=3)[C:18]([NH2:21])=[N:19][CH:20]=2)=[CH:11][CH:10]=1)([C:4]([CH3:7])([CH3:6])[CH3:5])([CH3:3])[CH3:2].[Si:33]([O:40][C:41]1[CH:46]=[CH:45][C:44]([CH2:47][C:48](Cl)=[O:49])=[CH:43][CH:42]=1)([C:36]([CH3:39])([CH3:38])[CH3:37])([CH3:35])[CH3:34].O. The catalyst is CN(C)C1C=CN=CC=1.N1C=CC=CC=1. The product is [Si:33]([O:40][C:41]1[CH:42]=[CH:43][C:44]([CH2:47][C:48]([NH:21][C:18]2[C:17]([C:22]3[S:32][C:25]4[C:26]5[S:31][CH:30]=[CH:29][C:27]=5[S:28][C:24]=4[CH:23]=3)=[N:16][C:15]([C:12]3[CH:11]=[CH:10][C:9]([O:8][Si:1]([C:4]([CH3:6])([CH3:7])[CH3:5])([CH3:2])[CH3:3])=[CH:14][CH:13]=3)=[CH:20][N:19]=2)=[O:49])=[CH:45][CH:46]=1)([C:36]([CH3:39])([CH3:38])[CH3:37])([CH3:35])[CH3:34]. The yield is 0.209.